This data is from Catalyst prediction with 721,799 reactions and 888 catalyst types from USPTO. The task is: Predict which catalyst facilitates the given reaction. (1) Reactant: [Br:1]N1C(=O)CCC1=O.[N:9]1([C:16]2[N:21]=[C:20]([CH:22]3[CH2:24][CH2:23]3)[N:19]=[C:18]([NH:25][CH:26]3[CH2:28][CH2:27]3)[CH:17]=2)[CH2:15][CH2:14][CH2:13][CH2:12][CH2:11][CH2:10]1. Product: [N:9]1([C:16]2[N:21]=[C:20]([CH:22]3[CH2:24][CH2:23]3)[N:19]=[C:18]([NH:25][CH:26]3[CH2:28][CH2:27]3)[C:17]=2[Br:1])[CH2:15][CH2:14][CH2:13][CH2:12][CH2:11][CH2:10]1. The catalyst class is: 452. (2) Product: [ClH:18].[F:12][C:9]([F:10])([F:11])[CH:8]([C:5]1[CH:6]=[CH:7][C:2]([NH:1][NH2:14])=[CH:3][CH:4]=1)[OH:13]. Reactant: [NH2:1][C:2]1[CH:7]=[CH:6][C:5]([CH:8]([OH:13])[C:9]([F:12])([F:11])[F:10])=[CH:4][CH:3]=1.[N:14]([O-])=O.[Na+].[Cl:18][Sn]Cl.O. The catalyst class is: 33.